Dataset: Forward reaction prediction with 1.9M reactions from USPTO patents (1976-2016). Task: Predict the product of the given reaction. Given the reactants [CH2:1](I)[C:2]1[CH:7]=[CH:6][CH:5]=[CH:4][CH:3]=1.[S:9]1[CH:13]=[CH:12][CH:11]=[C:10]1[Mg]Br, predict the reaction product. The product is: [CH2:1]([C:10]1[S:9][CH:13]=[CH:12][CH:11]=1)[C:2]1[CH:7]=[CH:6][CH:5]=[CH:4][CH:3]=1.